From a dataset of Full USPTO retrosynthesis dataset with 1.9M reactions from patents (1976-2016). Predict the reactants needed to synthesize the given product. Given the product [CH3:15][C:3]1[CH:4]=[C:5]([CH:13]=[CH:14][C:2]=1[O:22][C:16]1[CH:21]=[CH:20][CH:19]=[CH:18][CH:17]=1)[C:6]([O:8][C:9]([CH3:12])([CH3:11])[CH3:10])=[O:7], predict the reactants needed to synthesize it. The reactants are: F[C:2]1[CH:14]=[CH:13][C:5]([C:6]([O:8][C:9]([CH3:12])([CH3:11])[CH3:10])=[O:7])=[CH:4][C:3]=1[CH3:15].[C:16]1([OH:22])[CH:21]=[CH:20][CH:19]=[CH:18][CH:17]=1.C(=O)([O-])[O-].[K+].[K+].